Dataset: Full USPTO retrosynthesis dataset with 1.9M reactions from patents (1976-2016). Task: Predict the reactants needed to synthesize the given product. (1) The reactants are: [C:1](=[O:26])([O:12][CH:13]1[CH2:18][CH2:17][N:16]([C:19]2[CH:24]=[CH:23][C:22](=[O:25])[NH:21][N:20]=2)[CH2:15][CH2:14]1)OC1C=CC([N+]([O-])=O)=CC=1.[CH:27]1([N:31]2[CH2:36][CH2:35][NH:34][CH2:33][CH2:32]2)[CH2:30][CH2:29][CH2:28]1. Given the product [CH:27]1([N:31]2[CH2:36][CH2:35][N:34]([C:1]([O:12][CH:13]3[CH2:14][CH2:15][N:16]([C:19]4[CH:24]=[CH:23][C:22](=[O:25])[NH:21][N:20]=4)[CH2:17][CH2:18]3)=[O:26])[CH2:33][CH2:32]2)[CH2:30][CH2:29][CH2:28]1, predict the reactants needed to synthesize it. (2) Given the product [Cl:1][C:2]1[N:3]=[C:4]([C:22]2[C:27]([C:28]#[N:29])=[CH:26][CH:25]=[CH:24][N:23]=2)[CH:5]=[CH:6][CH:7]=1, predict the reactants needed to synthesize it. The reactants are: [Cl:1][C:2]1[CH:7]=[CH:6][CH:5]=[C:4]([Sn](CCCC)(CCCC)CCCC)[N:3]=1.Cl[C:22]1[C:27]([C:28]#[N:29])=[CH:26][CH:25]=[CH:24][N:23]=1. (3) Given the product [C:32]([O:31][C:30]([NH:29][C:25]1[C:26]([C:9]2[N:8]([C:6]([O:5][C:1]([CH3:4])([CH3:3])[CH3:2])=[O:7])[C:16]3[C:11]([CH:10]=2)=[CH:12][C:13]([F:17])=[CH:14][CH:15]=3)=[N:27][C:22]([Cl:21])=[CH:23][CH:24]=1)=[O:36])([CH3:35])([CH3:33])[CH3:34], predict the reactants needed to synthesize it. The reactants are: [C:1]([O:5][C:6]([N:8]1[C:16]2[C:11](=[CH:12][C:13]([F:17])=[CH:14][CH:15]=2)[CH:10]=[C:9]1B(O)O)=[O:7])([CH3:4])([CH3:3])[CH3:2].[Cl:21][C:22]1[N:27]=[C:26](I)[C:25]([NH:29][C:30](=[O:36])[O:31][C:32]([CH3:35])([CH3:34])[CH3:33])=[CH:24][CH:23]=1.C([O-])([O-])=O.[Cs+].[Cs+]. (4) The reactants are: [CH3:1][C:2]1[CH:7]=[CH:6][CH:5]=[C:4]([N+:8]([O-:10])=[O:9])[C:3]=1[S:11]([OH:14])(=O)=[O:12].O=S(Cl)[Cl:17]. Given the product [CH3:1][C:2]1[CH:7]=[CH:6][CH:5]=[C:4]([N+:8]([O-:10])=[O:9])[C:3]=1[S:11]([Cl:17])(=[O:14])=[O:12], predict the reactants needed to synthesize it. (5) Given the product [CH2:1]([O:8][C:9]([N:11]1[CH2:16][CH2:15][CH2:14][C:13](=[O:17])[CH:12]1[CH2:23][C:24]1[CH:29]=[CH:28][CH:27]=[CH:26][CH:25]=1)=[O:10])[C:2]1[CH:7]=[CH:6][CH:5]=[CH:4][CH:3]=1, predict the reactants needed to synthesize it. The reactants are: [CH2:1]([O:8][C:9]([N:11]1[CH2:16][CH2:15][CH2:14][C:13](=[O:17])[CH2:12]1)=[O:10])[C:2]1[CH:7]=[CH:6][CH:5]=[CH:4][CH:3]=1.N1CCCC1.[CH2:23](Br)[C:24]1[CH:29]=[CH:28][CH:27]=[CH:26][CH:25]=1. (6) Given the product [Si:1]([O:8][CH2:9][C@@H:10]1[C:11]([CH:13]2[CH2:15][CH2:14]2)=[CH:26][C:25](=[O:29])[CH2:24][N:16]1[C:17]([O:18][C:19]([CH3:22])([CH3:21])[CH3:20])=[O:23])([C:4]([CH3:6])([CH3:5])[CH3:7])([CH3:2])[CH3:3], predict the reactants needed to synthesize it. The reactants are: [Si:1]([O:8][CH2:9][C@@H:10]([N:16]([CH2:24][C:25](=[O:29])/[CH:26]=C/C)[C:17](=[O:23])[O:18][C:19]([CH3:22])([CH3:21])[CH3:20])[C:11]([CH:13]1[CH2:15][CH2:14]1)=C)([C:4]([CH3:7])([CH3:6])[CH3:5])([CH3:3])[CH3:2].[Si](OC[C@@H]1C=C(C)C(=O)CN1C(OC(C)(C)C)=O)(C(C)(C)C)(C)C. (7) Given the product [Cl:1][C:2]1[CH:7]=[CH:6][C:5]([C@H:8]([NH:10][C:15]2[C:14]3[N:18]=[CH:19][N:20]([C:13]=3[N:12]=[CH:11][N:16]=2)[C@@H:21]2[O:25][C@H:24]([CH2:26][OH:27])[C@@H:23]([OH:28])[C@H:22]2[OH:29])[CH3:9])=[CH:4][CH:3]=1, predict the reactants needed to synthesize it. The reactants are: [Cl:1][C:2]1[CH:7]=[CH:6][C:5]([C@H:8]([NH2:10])[CH3:9])=[CH:4][CH:3]=1.[CH:11]1[N:16]=[C:15](Cl)[C:14]2[N:18]=[CH:19][N:20]([C@@H:21]3[O:25][C@H:24]([CH2:26][OH:27])[C@@H:23]([OH:28])[C@H:22]3[OH:29])[C:13]=2[N:12]=1.